This data is from Peptide-MHC class II binding affinity with 134,281 pairs from IEDB. The task is: Regression. Given a peptide amino acid sequence and an MHC pseudo amino acid sequence, predict their binding affinity value. This is MHC class II binding data. (1) The peptide sequence is WQKGEEVQVIAVEPG. The MHC is DRB1_0802 with pseudo-sequence DRB1_0802. The binding affinity (normalized) is 0.246. (2) The peptide sequence is AFKVAATAGNAAPAN. The MHC is DRB1_0701 with pseudo-sequence DRB1_0701. The binding affinity (normalized) is 0.776. (3) The peptide sequence is QAVLTATNFFGINTI. The MHC is HLA-DPA10103-DPB10401 with pseudo-sequence HLA-DPA10103-DPB10401. The binding affinity (normalized) is 1.00.